This data is from Forward reaction prediction with 1.9M reactions from USPTO patents (1976-2016). The task is: Predict the product of the given reaction. (1) Given the reactants [C:1]([C:3]1[CH:8]=[CH:7][C:6]([C:9]2[N:13]3[CH:14]=[C:15]([C:18]4[CH:26]=[CH:25][C:21]([C:22](O)=[O:23])=[CH:20][CH:19]=4)[CH:16]=[CH:17][C:12]3=[N:11][CH:10]=2)=[CH:5][CH:4]=1)#[N:2].CN(C(ON1N=NC2C=CC=NC1=2)=[N+](C)C)C.F[P-](F)(F)(F)(F)F.CN1CCOCC1.[N:58]1([CH:64]2[CH2:69][CH2:68][N:67]([C:70]([O:72][C:73]([CH3:76])([CH3:75])[CH3:74])=[O:71])[CH2:66][CH2:65]2)[CH2:63][CH2:62][NH:61][CH2:60][CH2:59]1, predict the reaction product. The product is: [C:1]([C:3]1[CH:4]=[CH:5][C:6]([C:9]2[N:13]3[CH:14]=[C:15]([C:18]4[CH:26]=[CH:25][C:21]([C:22]([N:61]5[CH2:60][CH2:59][N:58]([CH:64]6[CH2:69][CH2:68][N:67]([C:70]([O:72][C:73]([CH3:76])([CH3:75])[CH3:74])=[O:71])[CH2:66][CH2:65]6)[CH2:63][CH2:62]5)=[O:23])=[CH:20][CH:19]=4)[CH:16]=[CH:17][C:12]3=[N:11][CH:10]=2)=[CH:7][CH:8]=1)#[N:2]. (2) Given the reactants [CH3:1][O:2][C:3](=[O:19])[C:4]1[CH:9]=[CH:8][CH:7]=[C:6]([CH2:10][NH:11][C:12]([O:14][C:15]([CH3:18])([CH3:17])[CH3:16])=[O:13])[CH:5]=1.[H-].[Na+].[CH3:22]I, predict the reaction product. The product is: [CH3:1][O:2][C:3](=[O:19])[C:4]1[CH:9]=[CH:8][CH:7]=[C:6]([CH2:10][N:11]([C:12]([O:14][C:15]([CH3:16])([CH3:18])[CH3:17])=[O:13])[CH3:22])[CH:5]=1. (3) Given the reactants CC(OI1(OC(C)=O)(OC(C)=O)OC(=O)C2C=CC=CC1=2)=O.[CH3:23][N:24]1[C:29](=[O:30])[N:28]2[CH:31]=[N:32][C:33]([C:34](=[S:42])[NH:35][C:36]3[CH:41]=[CH:40][CH:39]=[CH:38][CH:37]=3)=[C:27]2[N:26]=[N:25]1, predict the reaction product. The product is: [S:42]1[C:41]2[CH:40]=[CH:39][CH:38]=[CH:37][C:36]=2[N:35]=[C:34]1[C:33]1[N:32]=[CH:31][N:28]2[C:29](=[O:30])[N:24]([CH3:23])[N:25]=[N:26][C:27]=12. (4) Given the reactants OS(O)(=O)=O.[N+:6]([C:9]1[CH:14]=[CH:13][C:12]([CH2:15][CH2:16][CH2:17][C:18]([OH:20])=[O:19])=[CH:11][CH:10]=1)([O-:8])=[O:7].O.[CH3:22]O, predict the reaction product. The product is: [N+:6]([C:9]1[CH:10]=[CH:11][C:12]([CH2:15][CH2:16][CH2:17][C:18]([O:20][CH3:22])=[O:19])=[CH:13][CH:14]=1)([O-:8])=[O:7]. (5) Given the reactants C[O:2][C:3](=O)[CH2:4][C:5]1[CH:10]=[CH:9][CH:8]=[C:7]([Br:11])[CH:6]=1.[OH-].[NH4+:14], predict the reaction product. The product is: [Br:11][C:7]1[CH:6]=[C:5]([CH2:4][C:3]([NH2:14])=[O:2])[CH:10]=[CH:9][CH:8]=1.